This data is from Forward reaction prediction with 1.9M reactions from USPTO patents (1976-2016). The task is: Predict the product of the given reaction. (1) Given the reactants Br[C:2]1[CH:3]=[C:4]2[C:15]3([N:20]=[C:19]([NH2:21])[CH:18]([CH:22]4[CH2:27][CH2:26][CH2:25][CH2:24][CH2:23]4)[O:17][CH2:16]3)[C:14]3[CH:13]=[C:12]([Cl:28])[N:11]=[CH:10][C:9]=3[O:8][C:5]2=[CH:6][CH:7]=1.C(=O)([O-])[O-].[Na+].[Na+].O1CCOCC1.[F:41][C:42]1[C:47](B(O)O)=[CH:46][CH:45]=[CH:44][N:43]=1, predict the reaction product. The product is: [Cl:28][C:12]1[N:11]=[CH:10][C:9]2[O:8][C:5]3[C:4]([C:15]4([N:20]=[C:19]([NH2:21])[CH:18]([CH:22]5[CH2:27][CH2:26][CH2:25][CH2:24][CH2:23]5)[O:17][CH2:16]4)[C:14]=2[CH:13]=1)=[CH:3][C:2]([C:47]1[C:42]([F:41])=[N:43][CH:44]=[CH:45][CH:46]=1)=[CH:7][CH:6]=3. (2) Given the reactants [C:1]([C:5]([OH:14])([CH2:11][CH2:12][CH3:13])[C:6]#[C:7][CH:8]([OH:10])[CH3:9])([CH3:4])([CH3:3])[CH3:2].[Cl-].[Cl-].[Cl-].[Ce+3].[CH3:19]C(C)(C(=O)CCC)CC.CC(O)C#C.C([Mg]Cl)C, predict the reaction product. The product is: [CH3:4][C:1]([CH3:3])([CH2:2][CH3:19])[C:5]([CH2:11][CH2:12][CH3:13])([OH:14])[C:6]#[C:7][CH:8]([OH:10])[CH3:9]. (3) Given the reactants P(Cl)(Cl)([Cl:3])=O.O=[C:7]1[CH:11](NC(=O)C)[CH2:10][CH2:9][S:8]1.[C:16]([O-:19])(=O)[CH3:17].[Na+].[CH3:21][N:22]([CH3:25])C=O, predict the reaction product. The product is: [Cl:3][C:25]1[N:22]=[C:21]2[C:17]([CH:16]=[O:19])=[CH:7][S:8][C:9]2=[CH:10][CH:11]=1.